This data is from Forward reaction prediction with 1.9M reactions from USPTO patents (1976-2016). The task is: Predict the product of the given reaction. (1) Given the reactants [C:1]([C:5]1[CH:14]=[CH:13][C:8]2[NH:9][C:10](Cl)=[N:11][C:7]=2[CH:6]=1)([CH3:4])([CH3:3])[CH3:2].[C:15]([O:19][C:20](=[O:47])[N:21]([CH2:26][C@@H:27]1[C@@H:34]2[C@@H:30]([O:31][C:32]([CH3:36])([CH3:35])[O:33]2)[C@H:29]([N:37]2[CH:45]=[N:44][C:43]3[C:38]2=[N:39][CH:40]=[N:41][C:42]=3[NH2:46])[O:28]1)[CH2:22][CH2:23][CH2:24][NH2:25])([CH3:18])([CH3:17])[CH3:16], predict the reaction product. The product is: [C:15]([O:19][C:20](=[O:47])[N:21]([CH2:26][C@@H:27]1[C@@H:34]2[C@@H:30]([O:31][C:32]([CH3:36])([CH3:35])[O:33]2)[C@H:29]([N:37]2[CH:45]=[N:44][C:43]3[C:38]2=[N:39][CH:40]=[N:41][C:42]=3[NH2:46])[O:28]1)[CH2:22][CH2:23][CH2:24][NH:25][C:10]1[NH:9][C:8]2[CH:13]=[CH:14][C:5]([C:1]([CH3:4])([CH3:3])[CH3:2])=[CH:6][C:7]=2[N:11]=1)([CH3:16])([CH3:17])[CH3:18]. (2) Given the reactants Cl.[S:2]([N:12]1[C:16]2[N:17]=[CH:18][C:19]3[N:20]([C:21]([C@@H:24]4[CH2:28][CH2:27][C@H:26]([NH2:29])[CH2:25]4)=[N:22][N:23]=3)[C:15]=2[CH:14]=[CH:13]1)([C:5]1[CH:11]=[CH:10][C:8]([CH3:9])=[CH:7][CH:6]=1)(=[O:4])=[O:3].CC([O-])=O.[Na+].C[O:36][CH:37]1[CH:41]([CH:42]=O)[CH2:40][CH:39](OC)O1, predict the reaction product. The product is: [S:2]([N:12]1[C:16]2[N:17]=[CH:18][C:19]3[N:20]([C:21]([C@@H:24]4[CH2:28][CH2:27][C@H:26]([N:29]5[CH:39]=[CH:40][C:41]([CH:37]=[O:36])=[CH:42]5)[CH2:25]4)=[N:22][N:23]=3)[C:15]=2[CH:14]=[CH:13]1)([C:5]1[CH:11]=[CH:10][C:8]([CH3:9])=[CH:7][CH:6]=1)(=[O:4])=[O:3]. (3) Given the reactants Br[C:2]1[CH:7]=[CH:6][CH:5]=[CH:4][N:3]=1.[F:8][C:9]1[CH:14]=[CH:13][C:12](B(O)O)=[CH:11][C:10]=1[CH:18]=[O:19], predict the reaction product. The product is: [F:8][C:9]1[CH:14]=[CH:13][C:12]([C:2]2[CH:7]=[CH:6][CH:5]=[CH:4][N:3]=2)=[CH:11][C:10]=1[CH:18]=[O:19]. (4) Given the reactants [C:1](OC(=O)C)(=[O:3])[CH3:2].[CH2:8]([C@@H:10]1[NH:15][CH2:14][CH2:13][N:12]([C:16]2[N:17]([CH2:38][C:39]([F:42])([F:41])[F:40])[C:18]3[C:23]([N:24]=2)=[C:22]([N:25]2[CH2:30][CH2:29][O:28][CH2:27][CH2:26]2)[N:21]=[C:20]([C:31]2[CH:32]=[N:33][C:34]([NH2:37])=[N:35][CH:36]=2)[N:19]=3)[CH2:11]1)[CH3:9].C(N(CC)CC)C, predict the reaction product. The product is: [C:1]([N:15]1[CH2:14][CH2:13][N:12]([C:16]2[N:17]([CH2:38][C:39]([F:42])([F:41])[F:40])[C:18]3[C:23]([N:24]=2)=[C:22]([N:25]2[CH2:26][CH2:27][O:28][CH2:29][CH2:30]2)[N:21]=[C:20]([C:31]2[CH:36]=[N:35][C:34]([NH2:37])=[N:33][CH:32]=2)[N:19]=3)[CH2:11][C@@H:10]1[CH2:8][CH3:9])(=[O:3])[CH3:2]. (5) Given the reactants [Cl:1][C:2]1[C:11]2[C:6](=[CH:7][C:8]([OH:14])=[C:9]([O:12][CH3:13])[CH:10]=2)[N:5]=[CH:4][CH:3]=1.C(=O)([O-])[O-].[K+].[K+].[CH3:21][O:22][CH2:23][CH2:24]Br, predict the reaction product. The product is: [Cl:1][C:2]1[C:11]2[C:6](=[CH:7][C:8]([O:14][CH2:24][CH2:23][O:22][CH3:21])=[C:9]([O:12][CH3:13])[CH:10]=2)[N:5]=[CH:4][CH:3]=1.